This data is from Reaction yield outcomes from USPTO patents with 853,638 reactions. The task is: Predict the reaction yield, written as a fraction of the theoretical maximum amount of product (1.0 means a 100% yield; for example, 0.34 means a 34% yield). (1) The reactants are [C:1]([O:5][C:6]([N:8]1[CH2:13][CH:12]=[C:11]([C:14]2[CH:19]=[CH:18][C:17]([C:20]([F:23])([F:22])[F:21])=[CH:16][CH:15]=2)[CH2:10][CH2:9]1)=[O:7])([CH3:4])([CH3:3])[CH3:2]. The catalyst is C(O)C.[Pd]. The product is [C:1]([O:5][C:6]([N:8]1[CH2:13][CH2:12][CH:11]([C:14]2[CH:15]=[CH:16][C:17]([C:20]([F:23])([F:21])[F:22])=[CH:18][CH:19]=2)[CH2:10][CH2:9]1)=[O:7])([CH3:4])([CH3:2])[CH3:3]. The yield is 0.800. (2) The reactants are C(N(CC)CC)C.[CH:8](=[O:15])[C:9]1[CH:14]=[CH:13][CH:12]=[CH:11][CH:10]=1.[O:16]1[CH2:21][CH2:20][O:19][C:18]2[CH:22]=[C:23]([C:26](=[O:32])[CH2:27][CH2:28]N(C)C)[CH:24]=[CH:25][C:17]1=2. The catalyst is O1CCOCC1.[Br-].C([N+]1C(C)=C(CCO)SC=1)C. The product is [O:16]1[CH2:21][CH2:20][O:19][C:18]2[CH:22]=[C:23]([C:26](=[O:32])[CH2:27][CH2:28][C:8]([C:9]3[CH:14]=[CH:13][CH:12]=[CH:11][CH:10]=3)=[O:15])[CH:24]=[CH:25][C:17]1=2. The yield is 0.120. (3) The reactants are [Mg+2].[Cl-].[Cl-].[C:4]([O:12][CH2:13]C)(=[O:11])[CH2:5][C:6]([O:8][CH2:9]C)=[O:7].C(N(CC)CC)C.[CH3:22][O:23][C:24]1[CH:25]=[C:26]([CH:30]=[CH:31][C:32]=1[O:33][CH3:34])[C:27](Cl)=[O:28].Cl. The catalyst is C(#N)C. The product is [CH3:22][O:23][C:24]1[CH:25]=[C:26]([CH:30]=[CH:31][C:32]=1[O:33][CH3:34])[C:27]([CH:5]([C:4]([O:12][CH3:13])=[O:11])[C:6]([O:8][CH3:9])=[O:7])=[O:28]. The yield is 1.00.